From a dataset of Forward reaction prediction with 1.9M reactions from USPTO patents (1976-2016). Predict the product of the given reaction. Given the reactants [CH2:1]([O:3][C:4](=[O:29])[CH:5]([O:25][CH:26]([CH3:28])[CH3:27])[CH2:6][C:7]1[CH:12]=[C:11]([CH2:13][NH:14][C:15]([O:17][C:18]([CH3:21])([CH3:20])[CH3:19])=[O:16])[C:10]([O:22][CH3:23])=[C:9](Br)[CH:8]=1)[CH3:2].[C-:30]#[N:31].[Na+].C(OCC)(=O)C, predict the reaction product. The product is: [CH2:1]([O:3][C:4](=[O:29])[CH:5]([O:25][CH:26]([CH3:28])[CH3:27])[CH2:6][C:7]1[CH:12]=[C:11]([CH2:13][NH:14][C:15]([O:17][C:18]([CH3:21])([CH3:20])[CH3:19])=[O:16])[C:10]([O:22][CH3:23])=[C:9]([C:30]#[N:31])[CH:8]=1)[CH3:2].